This data is from CYP2C19 inhibition data for predicting drug metabolism from PubChem BioAssay. The task is: Regression/Classification. Given a drug SMILES string, predict its absorption, distribution, metabolism, or excretion properties. Task type varies by dataset: regression for continuous measurements (e.g., permeability, clearance, half-life) or binary classification for categorical outcomes (e.g., BBB penetration, CYP inhibition). Dataset: cyp2c19_veith. (1) The result is 1 (inhibitor). The molecule is Cc1ccc(CNC(=O)[C@H](C)[C@H]2C[C@]2(C)[C@H](NC(=O)OCc2ccccc2)c2ccccc2)c(F)c1F. (2) The molecule is FC(F)(F)c1ccccc1-c1cncnc1-n1ccnc1. The result is 1 (inhibitor). (3) The molecule is Clc1cccc(CSc2nnc(-c3sccc3-n3cccc3)o2)c1. The result is 1 (inhibitor). (4) The result is 0 (non-inhibitor). The compound is O=c1c(O)c(-c2ccc(O)c(O)c2)oc2cc(O)cc(O)c12. (5) The drug is COc1ccc(N(CC(=O)NCc2cccc(OC)c2)S(=O)(=O)c2c(C)noc2C)cc1. The result is 1 (inhibitor). (6) The drug is CCOC(=O)c1sc(NC(=O)CSc2nc(C)cc(C)c2C#N)c(C#N)c1C. The result is 1 (inhibitor). (7) The drug is COC(=O)c1ccccc1OCCCOc1ccc(C=O)cc1OC. The result is 1 (inhibitor). (8) The molecule is CC(C)C12CN3CC(C(C)C)(CN(C1)C3c1cccnc1)C2=O. The result is 1 (inhibitor). (9) The drug is C1CCNCC1.O=c1[nH]cnc2[nH]cc(CN3CCCCC3)c12. The result is 0 (non-inhibitor). (10) The compound is CCN(C(=O)CSc1nnc(Cc2cccc3ccccc23)n1N)C1CCS(=O)(=O)C1. The result is 0 (non-inhibitor).